Dataset: Full USPTO retrosynthesis dataset with 1.9M reactions from patents (1976-2016). Task: Predict the reactants needed to synthesize the given product. (1) Given the product [C:1]([S:14]([N:17]([CH2:19][CH2:20][O:21][C:24]([CH2:23][SH:22])=[O:25])[CH3:18])(=[O:15])=[O:16])([C:4]([C:7]([C:10]([F:11])([F:12])[F:13])([F:9])[F:8])([F:6])[F:5])([F:3])[F:2], predict the reactants needed to synthesize it. The reactants are: [C:1]([S:14]([N:17]([CH2:19][CH2:20][OH:21])[CH3:18])(=[O:16])=[O:15])([C:4]([C:7]([C:10]([F:13])([F:12])[F:11])([F:9])[F:8])([F:6])[F:5])([F:3])[F:2].[SH:22][CH2:23][C:24](O)=[O:25]. (2) Given the product [Cl:5][CH2:4][CH2:3][CH2:2][N:6]1[CH2:10][CH2:9][CH2:8][CH2:7]1, predict the reactants needed to synthesize it. The reactants are: Br[CH2:2][CH2:3][CH2:4][Cl:5].[NH:6]1[CH2:10][CH2:9][CH2:8][CH2:7]1. (3) Given the product [C:1]([C:3]1[C:4](=[O:5])[NH:6][C:7]([CH3:23])([C:8]([O:10][CH2:11][CH3:12])=[O:9])[CH2:13][C:14]=1[C:15]1[CH:20]=[CH:19][C:18]([CH3:21])=[CH:17][CH:16]=1)#[N:2], predict the reactants needed to synthesize it. The reactants are: [C:1]([CH2:3][C:4]([NH:6][C:7]([CH3:23])([CH2:13][C:14](=O)[C:15]1[CH:20]=[CH:19][C:18]([CH3:21])=[CH:17][CH:16]=1)[C:8]([O:10][CH2:11][CH3:12])=[O:9])=[O:5])#[N:2].O.[OH-].[Li+].CC(O)=O. (4) Given the product [Br:1][C:2]1[C:10]2[C:6](=[C:7]([CH3:12])[N:8]([CH3:11])[N:9]=2)[CH:5]=[CH:4][CH:3]=1, predict the reactants needed to synthesize it. The reactants are: [Br:1][C:2]1[C:10]2[C:6](=[CH:7][N:8]([CH3:11])[N:9]=2)[CH:5]=[CH:4][CH:3]=1.[CH:12]([N-]C(C)C)(C)C.[Li+].C1COCC1.CCCCCCC.C(C1C=CC=CC=1)C.IC. (5) Given the product [C:6]1([C:11]2[CH:16]=[CH:15][CH:14]=[CH:13][CH:12]=2)[C:5]([NH2:22])=[CH:10][CH:9]=[CH:8][CH:7]=1.[C:36]([N:43]1[CH2:50][CH2:49][CH2:48][C@H:44]1[C:45]([OH:47])=[O:46])([O:38][C:39]([CH3:42])([CH3:41])[CH3:40])=[O:37], predict the reactants needed to synthesize it. The reactants are: CN(C[C:5]1[CH:10]=[CH:9][CH:8]=[CH:7][C:6]=1[C:11]1[CH:16]=[CH:15][C:14](N)=[CH:13][CH:12]=1)C.C(OC1C=CC2C(=CC=CC=2)[N:22]1C(OCC)=O)C.[C:36]([N:43]1[CH2:50][CH:49](O)[CH2:48][C@H:44]1[C:45]([OH:47])=[O:46])([O:38][C:39]([CH3:42])([CH3:41])[CH3:40])=[O:37]. (6) Given the product [OH:9][CH2:10][C:11]([NH:13][CH2:14][CH2:15][O:16][C:17]1[CH:26]=[CH:25][CH:24]=[C:23]2[C:18]=1[C:19]([NH:27][C:28]1[CH:33]=[CH:32][C:31]([O:34][CH2:2][C:3]3[CH:8]=[CH:7][CH:6]=[CH:5][N:4]=3)=[C:30]([CH3:35])[CH:29]=1)=[N:20][CH:21]=[N:22]2)=[O:12], predict the reactants needed to synthesize it. The reactants are: Cl[CH2:2][C:3]1[CH:8]=[CH:7][CH:6]=[CH:5][N:4]=1.[OH:9][CH2:10][C:11]([NH:13][CH2:14][CH2:15][O:16][C:17]1[CH:26]=[CH:25][CH:24]=[C:23]2[C:18]=1[C:19]([NH:27][C:28]1[CH:33]=[CH:32][C:31]([OH:34])=[C:30]([CH3:35])[CH:29]=1)=[N:20][CH:21]=[N:22]2)=[O:12]. (7) Given the product [Cl:1][C:2]1[C:3]([I:9])=[CH:4][C:5]([NH:20][C:19]2[CH:18]=[CH:17][C:16]([N:13]3[CH2:14][CH2:15][O:10][CH2:11][CH2:12]3)=[CH:22][CH:21]=2)=[N:6][CH:7]=1, predict the reactants needed to synthesize it. The reactants are: [Cl:1][C:2]1[C:3]([I:9])=[CH:4][C:5](F)=[N:6][CH:7]=1.[O:10]1[CH2:15][CH2:14][N:13]([C:16]2[CH:22]=[CH:21][C:19]([NH2:20])=[CH:18][CH:17]=2)[CH2:12][CH2:11]1.Cl.O1CCOCC1.